Dataset: Reaction yield outcomes from USPTO patents with 853,638 reactions. Task: Predict the reaction yield, written as a fraction of the theoretical maximum amount of product (1.0 means a 100% yield; for example, 0.34 means a 34% yield). (1) No catalyst specified. The yield is 1.00. The product is [CH:15]1([CH:7]([C:6]2[CH:9]=[CH:10][CH:11]=[C:4]([CH2:3][O:2][CH3:1])[CH:5]=2)[NH2:8])[CH2:17][CH2:16]1. The reactants are [CH3:1][O:2][CH2:3][C:4]1[CH:5]=[C:6]([CH:9]=[CH:10][CH:11]=1)[C:7]#[N:8].C[Mg]I.[CH:15]1([Mg]Br)[CH2:17][CH2:16]1. (2) The reactants are [C:1]([O:5][C:6](=[O:25])[NH:7][C@@H:8]1[C:14](=[O:15])[N:13]([CH2:16][CH:17]=[O:18])[C:12]2[CH:19]=[C:20]([F:23])[CH:21]=[CH:22][C:11]=2[O:10][C@@H:9]1[CH3:24])([CH3:4])([CH3:3])[CH3:2].[BH4-].[Na+].C(OC(=O)C)C.CCCCCCC. The catalyst is O1CCCC1. The product is [C:1]([O:5][C:6](=[O:25])[NH:7][C@@H:8]1[C:14](=[O:15])[N:13]([CH2:16][CH2:17][OH:18])[C:12]2[CH:19]=[C:20]([F:23])[CH:21]=[CH:22][C:11]=2[O:10][C@@H:9]1[CH3:24])([CH3:4])([CH3:2])[CH3:3]. The yield is 0.560. (3) The reactants are [C:1]([C:5]1[CH:23]=[CH:22][CH:21]=[CH:20][C:6]=1[O:7][CH:8]1[CH2:12][CH2:11][N:10](C(OC(C)(C)C)=O)[CH2:9]1)([CH3:4])([CH3:3])[CH3:2].[ClH:24]. The catalyst is O1CCOCC1. The product is [ClH:24].[C:1]([C:5]1[CH:23]=[CH:22][CH:21]=[CH:20][C:6]=1[O:7][CH:8]1[CH2:12][CH2:11][NH:10][CH2:9]1)([CH3:4])([CH3:2])[CH3:3]. The yield is 0.830. (4) The reactants are Br[C:2]1[CH:3]=[C:4]([CH:14]=[CH:15][CH:16]=1)[O:5][CH2:6][CH2:7][CH2:8][C:9]([O:11][CH2:12][CH3:13])=[O:10].Cl[C:18]1[CH:23]=[C:22]([C:24]2[NH:32][C:31]3[CH2:30][CH2:29][NH:28][C:27](=[O:33])[C:26]=3[CH:25]=2)[CH:21]=[CH:20][N:19]=1. No catalyst specified. The product is [O:33]=[C:27]1[C:26]2[CH:25]=[C:24]([C:22]3[CH:21]=[CH:20][N:19]=[C:18]([C:2]4[CH:3]=[C:4]([CH:14]=[CH:15][CH:16]=4)[O:5][CH2:6][CH2:7][CH2:8][C:9]([O:11][CH2:12][CH3:13])=[O:10])[CH:23]=3)[NH:32][C:31]=2[CH2:30][CH2:29][NH:28]1. The yield is 0.560. (5) The reactants are [Na].C(O[C:5](=[O:9])[CH2:6][O:7][CH3:8])C.[CH3:10][C:11]([CH3:13])=[O:12].COC(C)(C)C. The catalyst is C1(C)C=CC=CC=1. The product is [CH3:8][O:7][CH2:6][C:5](=[O:9])[CH2:10][C:11](=[O:12])[CH3:13]. The yield is 0.369. (6) The reactants are Br[C:2]1[CH:7]=[CH:6][C:5]([N:8]([C:13]2[C:32]([CH:33]3[CH2:35][CH2:34]3)=[CH:31][C:16]3[C:17]([C:27]([NH:29][CH3:30])=[O:28])=[C:18]([C:20]4[CH:25]=[CH:24][C:23]([Cl:26])=[CH:22][CH:21]=4)[O:19][C:15]=3[CH:14]=2)[S:9]([CH3:12])(=[O:11])=[O:10])=[CH:4][C:3]=1[C:36]#[N:37].C([O-])(=O)C.[K+].[B:43]1([B:43]2[O:47][C:46]([CH3:49])([CH3:48])[C:45]([CH3:51])([CH3:50])[O:44]2)[O:47][C:46]([CH3:49])([CH3:48])[C:45]([CH3:51])([CH3:50])[O:44]1.B(O)O. The catalyst is O1CCOCC1.C1C=CC(P(C2C=CC=CC=2)[C-]2C=CC=C2)=CC=1.C1C=CC(P(C2C=CC=CC=2)[C-]2C=CC=C2)=CC=1.Cl[Pd]Cl.[Fe+2].C(Cl)Cl. The product is [Cl:26][C:23]1[CH:24]=[CH:25][C:20]([C:18]2[O:19][C:15]3[CH:14]=[C:13]([N:8]([C:5]4[CH:6]=[CH:7][C:2]([B:43]5[O:47][C:46]([CH3:49])([CH3:48])[C:45]([CH3:51])([CH3:50])[O:44]5)=[C:3]([C:36]#[N:37])[CH:4]=4)[S:9]([CH3:12])(=[O:11])=[O:10])[C:32]([CH:33]4[CH2:34][CH2:35]4)=[CH:31][C:16]=3[C:17]=2[C:27]([NH:29][CH3:30])=[O:28])=[CH:21][CH:22]=1. The yield is 0.470. (7) The reactants are [F:1][C:2]([F:14])([F:13])[O:3][C:4]1[CH:12]=[CH:11][C:7]([C:8]([OH:10])=O)=[CH:6][CH:5]=1.CN(C(ON1N=NC2C=CC=NC1=2)=[N+](C)C)C.F[P-](F)(F)(F)(F)F.CCN(C(C)C)C(C)C.[NH2:48][C:49]([CH3:69])([CH2:52][O:53][C:54]1[CH:55]=[CH:56][C:57]2[CH2:61][O:60][B:59]([OH:62])[C:58]=2[C:63]=1[C:64]1[S:65][CH:66]=[CH:67][CH:68]=1)[C:50]#[N:51]. The catalyst is CN(C=O)C. The product is [C:50]([C:49]([NH:48][C:8](=[O:10])[C:7]1[CH:6]=[CH:5][C:4]([O:3][C:2]([F:1])([F:14])[F:13])=[CH:12][CH:11]=1)([CH3:69])[CH2:52][O:53][C:54]1[CH:55]=[CH:56][C:57]2[CH2:61][O:60][B:59]([OH:62])[C:58]=2[C:63]=1[C:64]1[S:65][CH:66]=[CH:67][CH:68]=1)#[N:51]. The yield is 0.650. (8) The reactants are Cl.[F:2][C:3]1[CH:11]=[C:10]2[C:6]([C:7]([C:21]3[CH:22]=[CH:23][C:24]4[C:28]([CH:29]=3)=[N:27][N:26]([CH2:30]C3CCNCC3)[CH:25]=4)=[CH:8][N:9]2S(C2C=CC=CC=2)(=O)=O)=[CH:5][CH:4]=1.[CH3:37][CH2:38][N:39]([CH2:42][CH3:43])[CH2:40][CH3:41].C(Cl)(C)=[O:45]. The catalyst is C(Cl)Cl. The product is [F:2][C:3]1[CH:4]=[C:5]2[C:6]([C:7]([C:21]3[CH:29]=[C:25]4[C:24]([CH:28]=[N:27][N:26]4[CH:30]4[CH2:41][CH2:40][N:39]([C:42](=[O:45])[CH3:43])[CH2:38][CH2:37]4)=[CH:23][CH:22]=3)=[CH:8][NH:9]2)=[CH:10][CH:11]=1. The yield is 0.0400.